Dataset: Reaction yield outcomes from USPTO patents with 853,638 reactions. Task: Predict the reaction yield, written as a fraction of the theoretical maximum amount of product (1.0 means a 100% yield; for example, 0.34 means a 34% yield). (1) The reactants are Br[CH2:2][CH2:3][CH2:4][C:5]([CH3:14])([C:8]1[CH:13]=[CH:12][CH:11]=[CH:10][CH:9]=1)[CH2:6][OH:7].[C:15]1(=[O:25])[NH:19][C:18](=[O:20])[C:17]2=[CH:21][CH:22]=[CH:23][CH:24]=[C:16]12.[K]. The catalyst is CN(C=O)C. The product is [CH3:14][C:5]([C:8]1[CH:13]=[CH:12][CH:11]=[CH:10][CH:9]=1)([CH2:4][CH2:3][CH2:2][N:19]1[C:18](=[O:20])[C:17]2=[CH:21][CH:22]=[CH:23][CH:24]=[C:16]2[C:15]1=[O:25])[CH2:6][OH:7]. The yield is 0.560. (2) The reactants are [Si:1]([O:8][CH2:9][C:10]1[N:11]([CH3:25])[C:12]2[CH:13]=[CH:14][C:15]3[CH:23]([OH:24])[CH2:22][CH2:21][CH:20]=[CH:19][C:16]=3[C:17]=2[CH:18]=1)([C:4]([CH3:7])([CH3:6])[CH3:5])([CH3:3])[CH3:2]. The catalyst is CCOC(C)=O.[Pd]. The product is [Si:1]([O:8][CH2:9][C:10]1[N:11]([CH3:25])[C:12]2[CH:13]=[CH:14][C:15]3[CH:23]([OH:24])[CH2:22][CH2:21][CH2:20][CH2:19][C:16]=3[C:17]=2[CH:18]=1)([C:4]([CH3:7])([CH3:6])[CH3:5])([CH3:3])[CH3:2]. The yield is 0.830. (3) The reactants are [Cl:1][C:2]1[CH:9]=[CH:8][C:5]([CH:6]=[O:7])=[CH:4][CH:3]=1. The catalyst is CC1C=CC=CC=1C. The product is [Cl:1][C:2]1[CH:9]=[CH:8][C:5]([CH2:6][O:7][C:2]2[CH:9]=[CH:8][C:5]([CH:6]=[O:7])=[CH:4][CH:3]=2)=[CH:4][CH:3]=1. The yield is 0.610. (4) The reactants are [I:1][C:2]1[CH:3]=[C:4]([CH:8]=[CH:9][C:10]=1[CH3:11])[C:5](O)=[O:6].C(Cl)(=O)C(Cl)=O.C(O[AlH-](OC(C)(C)C)OC(C)(C)C)(C)(C)C.[Li+].[C@H](O)(C([O-])=O)[C@@H](O)C([O-])=O.[Na+].[K+]. The catalyst is C(Cl)Cl.C1COCC1.CN(C)C=O.C1COCC1. The product is [I:1][C:2]1[CH:3]=[C:4]([CH:8]=[CH:9][C:10]=1[CH3:11])[CH:5]=[O:6]. The yield is 0.180. (5) The reactants are C1(P(C2C=CC=CC=2)C2C=CC=CC=2)C=CC=CC=1.[CH2:20]([O:27][C:28]([N:30]1[CH2:35][CH2:34][CH:33]([CH2:36][CH2:37]O)[CH2:32][CH2:31]1)=[O:29])[C:21]1[CH:26]=[CH:25][CH:24]=[CH:23][CH:22]=1.C(Br)(Br)(Br)[Br:40]. The catalyst is C(Cl)Cl. The product is [CH2:20]([O:27][C:28]([N:30]1[CH2:35][CH2:34][CH:33]([CH2:36][CH2:37][Br:40])[CH2:32][CH2:31]1)=[O:29])[C:21]1[CH:26]=[CH:25][CH:24]=[CH:23][CH:22]=1. The yield is 0.860. (6) The reactants are [CH2:1]([N:8]1[CH2:12][CH2:11][CH:10]([CH2:13][OH:14])[CH2:9]1)[C:2]1[CH:7]=[CH:6][CH:5]=[CH:4][CH:3]=1.Cl[C:16]([O:18][CH:19]=[CH2:20])=[O:17]. The catalyst is ClCCCl. The product is [CH:19]([O:18][C:16](=[O:17])[O:14][CH2:13][CH:10]1[CH2:11][CH2:12][N:8]([CH2:1][C:2]2[CH:7]=[CH:6][CH:5]=[CH:4][CH:3]=2)[CH2:9]1)=[CH2:20]. The yield is 0.710. (7) The reactants are [NH2:1][C:2]1[C:11]2[C:6](=[C:7](Br)[CH:8]=[CH:9][CH:10]=2)[N:5]=[N:4][C:3]=1[C:13]([NH:15][CH2:16][CH2:17][CH3:18])=[O:14].[CH3:19][O:20][C:21]1[C:26]([O:27][CH3:28])=[CH:25][CH:24]=[CH:23][C:22]=1B(O)O. No catalyst specified. The product is [NH2:1][C:2]1[C:11]2[C:6](=[C:7]([C:25]3[CH:24]=[CH:23][CH:22]=[C:21]([O:20][CH3:19])[C:26]=3[O:27][CH3:28])[CH:8]=[CH:9][CH:10]=2)[N:5]=[N:4][C:3]=1[C:13]([NH:15][CH2:16][CH2:17][CH3:18])=[O:14]. The yield is 0.895.